From a dataset of Catalyst prediction with 721,799 reactions and 888 catalyst types from USPTO. Predict which catalyst facilitates the given reaction. (1) Reactant: [Cl:1][C:2]1[CH:7]=[CH:6][C:5]([C:8]2[CH2:13][C:12]([CH3:15])([CH3:14])[O:11][CH2:10][C:9]=2[C:16](OC)=[O:17])=[CH:4][CH:3]=1.[H-].[H-].[H-].[H-].[Li+].[Al+3].Cl. Product: [Cl:1][C:2]1[CH:7]=[CH:6][C:5]([C:8]2[CH2:13][C:12]([CH3:14])([CH3:15])[O:11][CH2:10][C:9]=2[CH2:16][OH:17])=[CH:4][CH:3]=1. The catalyst class is: 28. (2) Reactant: [CH3:1][O:2][C:3](=[O:60])[NH:4][C@H:5]([C:9]([N:11]1[CH2:15][CH2:14][CH2:13][C@H:12]1[C:16]1[NH:17][CH:18]=[C:19]([C:21]2[CH:26]=[CH:25][C:24]([C:27]3[CH:32]=[CH:31][C:30]([C:33](=O)[CH2:34][NH:35][C:36]([CH:38]4[CH2:42][C:41]5(CCOCC5)[CH2:40][N:39]4[C:48](=[O:58])[C@@H:49]([NH:53][C:54]([O:56][CH3:57])=[O:55])[CH:50]([CH3:52])[CH3:51])=O)=[CH:29][CH:28]=3)=[CH:23][CH:22]=2)[N:20]=1)=[O:10])[CH:6]([CH3:8])[CH3:7].C([O-])(=O)C.[NH4+:65].[O:66]1[CH2:71][CH2:70]O[CH2:68][CH2:67]1. The catalyst class is: 13. Product: [CH3:52][CH:50]([CH3:51])[C@H:49]([NH:53][C:54](=[O:55])[O:56][CH3:57])[C:48]([N:39]1[CH2:40][CH2:41][CH2:42][C@H:38]1[C:36]1[NH:35][CH:34]=[C:33]([C:30]2[CH:31]=[CH:32][C:27]([C:24]3[CH:23]=[CH:22][C:21]([C:19]4[N:20]=[C:16]([CH:12]5[CH2:13][C:14]6([CH2:70][CH2:71][O:66][CH2:67][CH2:68]6)[CH2:15][N:11]5[C:9](=[O:10])[C@@H:5]([NH:4][C:3]([O:2][CH3:1])=[O:60])[CH:6]([CH3:7])[CH3:8])[NH:17][CH:18]=4)=[CH:26][CH:25]=3)=[CH:28][CH:29]=2)[N:65]=1)=[O:58].